Task: Predict the reaction yield, written as a fraction of the theoretical maximum amount of product (1.0 means a 100% yield; for example, 0.34 means a 34% yield).. Dataset: Reaction yield outcomes from USPTO patents with 853,638 reactions (1) The reactants are CCN(C(C)C)C(C)C.[CH2:10]([O:17][N:18]1[C:24](=[O:25])[N:23]2[CH2:26][C@H:19]1[CH2:20][CH2:21][C@H:22]2[C:27]1[O:31][N:30]=[C:29]([C:32](OCC)=O)[N:28]=1)[C:11]1[CH:16]=[CH:15][CH:14]=[CH:13][CH:12]=1.[OH:37]/N=C(\N)/C.CN(C(ON1N=NC2C=CC=NC1=2)=[N+](C)C)C.F[P-](F)(F)(F)(F)F. The catalyst is C(Cl)Cl. The product is [CH2:10]([O:17][N:18]1[C:24](=[O:25])[N:23]2[CH2:26][C@H:19]1[CH2:20][CH2:21][C@H:22]2[C:27]([NH:28]/[C:29](=[N:30]\[OH:37])/[CH3:32])=[O:31])[C:11]1[CH:16]=[CH:15][CH:14]=[CH:13][CH:12]=1. The yield is 1.00. (2) The reactants are Cl[C:2]1[C:7]([N+:8]([O-:10])=[O:9])=[CH:6][CH:5]=[CH:4][C:3]=1[N+:11]([O-:13])=[O:12].[C:14]([O:18][C:19]([N:21]1[CH2:26][CH2:25][NH:24][CH2:23][CH2:22]1)=[O:20])([CH3:17])([CH3:16])[CH3:15].C([O-])([O-])=O.[K+].[K+]. The catalyst is C(#N)C. The product is [C:14]([O:18][C:19]([N:21]1[CH2:26][CH2:25][N:24]([C:2]2[C:7]([N+:8]([O-:10])=[O:9])=[CH:6][CH:5]=[CH:4][C:3]=2[N+:11]([O-:13])=[O:12])[CH2:23][CH2:22]1)=[O:20])([CH3:17])([CH3:15])[CH3:16]. The yield is 0.850. (3) The reactants are [Cl:1][C:2]1[N:7]=[C:6]([O:8][C:9]2[CH:15]=[CH:14][C:12]([NH2:13])=[CH:11][C:10]=2[F:16])[CH:5]=[CH:4][N:3]=1.[CH3:17][C:18](OC(C)=O)=[O:19]. No catalyst specified. The product is [Cl:1][C:2]1[N:7]=[C:6]([O:8][C:9]2[CH:15]=[CH:14][C:12]([NH:13][C:18](=[O:19])[CH3:17])=[CH:11][C:10]=2[F:16])[CH:5]=[CH:4][N:3]=1. The yield is 0.610. (4) The product is [C:1]([NH:5][C:6]([C:8]1[C:16]2[C:11](=[N:12][CH:13]=[C:14]([N:17]3[C:25]4[C:20](=[CH:21][C:22]([C:26]([F:27])([F:29])[F:28])=[CH:23][CH:24]=4)[CH:19]=[N:18]3)[N:15]=2)[NH:10][CH:9]=1)=[O:7])([CH3:4])([CH3:2])[CH3:3]. The reactants are [C:1]([NH:5][C:6]([C:8]1[C:16]2[C:11](=[N:12][CH:13]=[C:14]([N:17]3[C:25]4[C:20](=[CH:21][C:22]([C:26]([F:29])([F:28])[F:27])=[CH:23][CH:24]=4)[CH:19]=[N:18]3)[N:15]=2)[N:10](COCC[Si](C)(C)C)[CH:9]=1)=[O:7])([CH3:4])([CH3:3])[CH3:2].FC(F)(F)C(O)=O. The catalyst is ClCCl. The yield is 0.0700. (5) The reactants are [CH3:1][C:2]1[O:6][C:5]([C:7]2[CH:12]=[CH:11][CH:10]=[CH:9][CH:8]=2)=[N:4][C:3]=1[CH2:13][CH2:14][C:15]([OH:17])=O.C(Cl)(=O)C(Cl)=O.[CH3:24][O:25][C:26](=[O:42])[C:27]([CH3:41])([O:34][C:35]1[CH:40]=[CH:39][CH:38]=[CH:37][CH:36]=1)[CH2:28][C:29]1[S:30][CH:31]=[CH:32][CH:33]=1.Cl[Sn](Cl)(Cl)Cl. The catalyst is C(Cl)Cl.CCCCCC.CCOC(C)=O.CN(C=O)C. The product is [CH3:24][O:25][C:26](=[O:42])[C:27]([CH3:41])([O:34][C:35]1[CH:36]=[CH:37][CH:38]=[CH:39][CH:40]=1)[CH2:28][C:29]1[S:30][C:31]([C:15](=[O:17])[CH2:14][CH2:13][C:3]2[N:4]=[C:5]([C:7]3[CH:8]=[CH:9][CH:10]=[CH:11][CH:12]=3)[O:6][C:2]=2[CH3:1])=[CH:32][CH:33]=1. The yield is 0.300. (6) The yield is 0.810. The catalyst is C(O)C.O. The reactants are C(O[C@H:9]1[C@@:13]([CH2:26]OC(C2C=CC=CC=2)(C2C=CC(OC)=CC=2)C2C=CC(OC)=CC=2)(COS(C2C=CC(C)=CC=2)(=O)=O)[O:12][C@@H:11]([N:51]2[CH:59]=[C:57]([CH3:58])[C:55](=[O:56])[NH:54][C:52]2=[O:53])[C@@H:10]1[O:60]S(C1C=CC(C)=CC=1)(=O)=O)C1C=CC=CC=1.[OH-].[Na+]. The product is [N:51]1([CH:11]2[CH:10]3[CH2:9][CH:13]([CH2:26][O:60]3)[O:12]2)[CH:59]=[C:57]([CH3:58])[C:55](=[O:56])[NH:54][C:52]1=[O:53]. (7) The reactants are [F:1][C:2]1[CH:29]=[C:28]([F:30])[CH:27]=[CH:26][C:3]=1[CH2:4][N:5]1[C:9]2=[CH:10][N:11]=[C:12]([C:14](OC)=[O:15])[CH:13]=[C:8]2[C:7]([CH2:18]SC2C=CC=CC=2)=[CH:6]1.[CH3:31][C:32]1([CH3:39])[O:36][C@H:35]([CH2:37][OH:38])[CH2:34][O:33]1.[CH3:40]CN(C(C)C)C(C)C.O. The catalyst is CN(C=O)C. The product is [F:1][C:2]1[CH:29]=[C:28]([F:30])[CH:27]=[CH:26][C:3]=1[CH2:4][N:5]1[C:9]2=[CH:10][N:11]=[C:12]([C:14](=[O:15])[CH3:40])[CH:13]=[C:8]2[C:7]([CH2:18][O:38][CH2:37][C@@H:35]2[CH2:34][O:33][C:32]([CH3:39])([CH3:31])[O:36]2)=[CH:6]1. The yield is 0.850. (8) The reactants are [C:1]1([C:7]2[S:11][C:10]([NH:12][C:13]([NH:15][C:16]3[C:21]([Cl:22])=[CH:20][C:19]([Cl:23])=[CH:18][C:17]=3[Cl:24])=[O:14])=[C:9]([C:25](O)=[O:26])[CH:8]=2)[CH:6]=[CH:5][CH:4]=[CH:3][CH:2]=1.CN(C(ON1N=NC2C=CC=NC1=2)=[N+](C)C)C.F[P-](F)(F)(F)(F)F.CCN(C(C)C)C(C)C.Cl.[NH2:62][C@@H:63]([CH:68]1[CH2:73][CH2:72][CH2:71][CH2:70][CH2:69]1)[C:64]([O:66][CH3:67])=[O:65]. The catalyst is CN(C=O)C. The product is [CH:68]1([C@H:63]([NH:62][C:25]([C:9]2[CH:8]=[C:7]([C:1]3[CH:2]=[CH:3][CH:4]=[CH:5][CH:6]=3)[S:11][C:10]=2[NH:12][C:13]([NH:15][C:16]2[C:21]([Cl:22])=[CH:20][C:19]([Cl:23])=[CH:18][C:17]=2[Cl:24])=[O:14])=[O:26])[C:64]([O:66][CH3:67])=[O:65])[CH2:73][CH2:72][CH2:71][CH2:70][CH2:69]1. The yield is 0.400.